This data is from Forward reaction prediction with 1.9M reactions from USPTO patents (1976-2016). The task is: Predict the product of the given reaction. (1) Given the reactants [SH:1][CH2:2][CH:3]([CH2:5][OH:6])[OH:4].[CH3:7][CH2:8][CH2:9][C@H:10]([NH:17][C:18](/[C:20](/[C:29]#[N:30])=[CH:21]/[C:22]1[CH:27]=[CH:26][CH:25]=[C:24]([Br:28])[N:23]=1)=[O:19])[C:11]1[CH:16]=[CH:15][CH:14]=[CH:13][CH:12]=1.O.ClCCl, predict the reaction product. The product is: [Br:28][C:24]1[N:23]=[C:22]([CH:21]([S:1][CH2:2][CH:3]([OH:4])[CH2:5][OH:6])[CH:20]([C:29]#[N:30])[C:18]([NH:17][C@H:10]([C:11]2[CH:12]=[CH:13][CH:14]=[CH:15][CH:16]=2)[CH2:9][CH2:8][CH3:7])=[O:19])[CH:27]=[CH:26][CH:25]=1. (2) Given the reactants [Cl:1][C:2]1[CH:7]=[CH:6][C:5](/[CH:8]=[CH:9]/[C:10]([C:12]2[CH:13]=[CH:14][C:15](=[O:19])[N:16]([CH3:18])[CH:17]=2)=[O:11])=[C:4]([CH3:20])[CH:3]=1.[OH:21][C:22]1[CH:27]=[CH:26][C:25](B(O)O)=[CH:24][CH:23]=1.C(=O)([O-])O.[Na+], predict the reaction product. The product is: [Cl:1][C:2]1[CH:7]=[CH:6][C:5]([CH:8]([C:25]2[CH:26]=[CH:27][C:22]([OH:21])=[CH:23][CH:24]=2)[CH2:9][C:10]([C:12]2[CH:13]=[CH:14][C:15](=[O:19])[N:16]([CH3:18])[CH:17]=2)=[O:11])=[C:4]([CH3:20])[CH:3]=1. (3) The product is: [C:23]([O:22][C:20]([N:18]([CH3:19])[CH:16]([CH3:17])[CH2:15][C:13]1[CH:12]=[CH:11][C:9]2[O:10][CH:6]([C:4]([OH:5])=[O:3])[O:7][C:8]=2[CH:14]=1)=[O:21])([CH3:25])([CH3:26])[CH3:24]. Given the reactants C([O:3][C:4]([CH:6]1[O:10][C:9]2[CH:11]=[CH:12][C:13]([CH2:15][CH:16]([N:18]([C:20]([O:22][C:23]([CH3:26])([CH3:25])[CH3:24])=[O:21])[CH3:19])[CH3:17])=[CH:14][C:8]=2[O:7]1)=[O:5])C.O.O.[OH-].[Li+], predict the reaction product. (4) The product is: [N:16]1[CH:17]=[CH:13][CH:14]=[C:18]([C:2]2[CH:3]=[C:4]3[N:9]([CH:10]=2)[N:8]=[CH:7][N:6]=[C:5]3[OH:11])[CH:15]=1. Given the reactants Br[C:2]1[CH:3]=[C:4]2[N:9]([CH:10]=1)[N:8]=[CH:7][N:6]=[C:5]2[OH:11].Br[C:13]1[CH:14]=[C:15]([C:18](OC)=O)[NH:16][CH:17]=1.N1C=CC=C(B(O)O)C=1, predict the reaction product. (5) Given the reactants [C:1](Cl)(Cl)=[O:2].[CH2:5]([O:12][C:13]([N:15]1[CH2:20][CH2:19][NH:18][CH2:17][CH2:16]1)=[O:14])[C:6]1[CH:11]=[CH:10][CH:9]=[CH:8][CH:7]=1.C(N(C(C)C)CC)(C)C.[C:30]([O:34][C:35]([NH:37][NH2:38])=[O:36])([CH3:33])([CH3:32])[CH3:31], predict the reaction product. The product is: [CH2:5]([O:12][C:13]([N:15]1[CH2:20][CH2:19][N:18]([C:1]([N:37]([C:35]([O:34][C:30]([CH3:33])([CH3:32])[CH3:31])=[O:36])[NH2:38])=[O:2])[CH2:17][CH2:16]1)=[O:14])[C:6]1[CH:11]=[CH:10][CH:9]=[CH:8][CH:7]=1.